Task: Predict which catalyst facilitates the given reaction.. Dataset: Catalyst prediction with 721,799 reactions and 888 catalyst types from USPTO (1) Reactant: [C:1]([O:5][C:6]([NH:8][C@H:9]([CH2:13][O:14][CH:15]1[CH2:20][CH2:19][CH2:18][CH2:17][O:16]1)[C:10]([OH:12])=O)=[O:7])([CH3:4])([CH3:3])[CH3:2].C(N1C=CN=C1)(N1C=CN=C1)=O.[CH2:33]([NH2:40])[C:34]1[CH:39]=[CH:38][CH:37]=[CH:36][CH:35]=1. Product: [CH2:33]([NH:40][C:10](=[O:12])[CH:9]([NH:8][C:6](=[O:7])[O:5][C:1]([CH3:2])([CH3:3])[CH3:4])[CH2:13][O:14][C@@H:15]1[CH2:20][CH2:19][CH2:18][CH2:17][O:16]1)[C:34]1[CH:39]=[CH:38][CH:37]=[CH:36][CH:35]=1. The catalyst class is: 4. (2) Reactant: Cl[CH2:2][CH2:3][CH2:4][S:5]([O:8][CH2:9][C:10]([CH3:28])([CH3:27])[C@@H:11]([O:19][CH2:20][C:21]1[CH:26]=[CH:25][CH:24]=[CH:23][CH:22]=1)[C:12]([O:14][CH2:15][CH:16]([CH3:18])[CH3:17])=[O:13])(=[O:7])=[O:6].[N-:29]=[N+:30]=[N-:31].[Na+]. Product: [N:29]([CH2:2][CH2:3][CH2:4][S:5]([O:8][CH2:9][C:10]([CH3:28])([CH3:27])[C@@H:11]([O:19][CH2:20][C:21]1[CH:26]=[CH:25][CH:24]=[CH:23][CH:22]=1)[C:12]([O:14][CH2:15][CH:16]([CH3:18])[CH3:17])=[O:13])(=[O:7])=[O:6])=[N+:30]=[N-:31]. The catalyst class is: 16. (3) Reactant: [Si:1]([O:8][C@H:9]1[CH2:18][C:17]([CH3:20])([CH3:19])[CH2:16][C:15]2[N:14]=[C:13]([CH:21]([CH3:23])[CH3:22])[C:12]([CH:24]=[O:25])=[C:11]([I:26])[C:10]1=2)([C:4]([CH3:7])([CH3:6])[CH3:5])([CH3:3])[CH3:2].I[C:28]1[CH:33]=[CH:32][C:31]([O:34][CH:35]([CH3:37])[CH3:36])=[CH:30][CH:29]=1.C(=O)([O-])[O-].[Cs+].[Cs+].[F-].[Cs+].C([Mg]Cl)(C)C.[Cl-].[Li+].C([Mg]Cl)(C)C. Product: [Si:1]([O:8][C@H:9]1[CH2:18][C:17]([CH3:19])([CH3:20])[CH2:16][C:15]2[N:14]=[C:13]([CH:21]([CH3:22])[CH3:23])[C:12]([C@H:24]([C:28]3[CH:33]=[CH:32][C:31]([O:34][CH:35]([CH3:37])[CH3:36])=[CH:30][CH:29]=3)[OH:25])=[C:11]([I:26])[C:10]1=2)([C:4]([CH3:5])([CH3:6])[CH3:7])([CH3:3])[CH3:2]. The catalyst class is: 132.